Dataset: Reaction yield outcomes from USPTO patents with 853,638 reactions. Task: Predict the reaction yield, written as a fraction of the theoretical maximum amount of product (1.0 means a 100% yield; for example, 0.34 means a 34% yield). (1) The reactants are C([O:3][C:4]([C:6]1[C:7]([C:13]2[CH:18]=[CH:17][C:16]([Br:19])=[CH:15][CH:14]=2)=[N:8][N:9]([CH3:12])[C:10]=1[CH3:11])=[O:5])C.[OH-].[Na+].Cl. The catalyst is O1CCOCC1. The product is [Br:19][C:16]1[CH:15]=[CH:14][C:13]([C:7]2[C:6]([C:4]([OH:5])=[O:3])=[C:10]([CH3:11])[N:9]([CH3:12])[N:8]=2)=[CH:18][CH:17]=1. The yield is 0.770. (2) The reactants are Cl[C:2]1[CH:7]=[CH:6][C:5]2[O:8][C:9]3([CH3:20])[CH2:13][CH2:12][CH2:11][CH:10]3[C:14]3([CH2:18][O:17][C:16]([NH2:19])=[N:15]3)[C:4]=2[CH:3]=1.C(=O)([O-])[O-].[K+].[K+].[Cl:27][C:28]1[CH:29]=[CH:30][C:31]([C:34]([NH2:36])=[O:35])=[N:32][CH:33]=1.CN[C@@H]1CCCC[C@H]1NC. The catalyst is [Cu]I.O1CCOCC1. The product is [NH2:19][C:16]1[O:17][CH2:18][C@:14]2([C:4]3[CH:3]=[C:2]([NH:36][C:34](=[O:35])[C:31]4[CH:30]=[CH:29][C:28]([Cl:27])=[CH:33][N:32]=4)[CH:7]=[CH:6][C:5]=3[O:8][C@@:9]3([CH3:20])[CH2:13][CH2:12][CH2:11][C@@H:10]23)[N:15]=1. The yield is 0.0300. (3) The reactants are C(N(CC)CC)C.Br.Br.[CH3:10][C:11]1[CH:12]=[CH:13][C:14]([NH:17][CH:18]2[CH2:23][CH2:22][NH:21][CH2:20][CH2:19]2)=[N:15][CH:16]=1.[CH2:24]([C:26]1([CH2:32][CH:33]=O)[CH2:31][CH2:30][CH2:29][CH2:28][CH2:27]1)[CH3:25].C(O[BH-](OC(=O)C)OC(=O)C)(=O)C.[Na+].[Cl-].[NH4+].[OH-].[Na+]. The catalyst is ClCCCl.C(Cl)(Cl)Cl. The product is [CH2:24]([C:26]1([CH2:32][CH2:33][N:21]2[CH2:22][CH2:23][CH:18]([NH:17][C:14]3[CH:13]=[CH:12][C:11]([CH3:10])=[CH:16][N:15]=3)[CH2:19][CH2:20]2)[CH2:31][CH2:30][CH2:29][CH2:28][CH2:27]1)[CH3:25]. The yield is 0.920. (4) The reactants are [H-].[Na+].[F:3][C:4]1[CH:9]=[CH:8][C:7]([C:10]2[C:14]([CH2:15][OH:16])=[C:13](/[CH:17]=[CH:18]/[C:19]3[CH:24]=[CH:23][CH:22]=[CH:21][CH:20]=3)[O:12][N:11]=2)=[CH:6][CH:5]=1.Cl[C:26]1[CH:35]=[CH:34][C:29]([C:30]([O:32][CH3:33])=[O:31])=[CH:28][N:27]=1.[Cl-].[NH4+]. The catalyst is C1COCC1.O. The product is [CH3:33][O:32][C:30](=[O:31])[C:29]1[CH:34]=[CH:35][C:26]([O:16][CH2:15][C:14]2[C:10]([C:7]3[CH:6]=[CH:5][C:4]([F:3])=[CH:9][CH:8]=3)=[N:11][O:12][C:13]=2/[CH:17]=[CH:18]/[C:19]2[CH:20]=[CH:21][CH:22]=[CH:23][CH:24]=2)=[N:27][CH:28]=1. The yield is 0.940.